Dataset: Forward reaction prediction with 1.9M reactions from USPTO patents (1976-2016). Task: Predict the product of the given reaction. (1) The product is: [C:1]([O:4][CH:5]=[CH2:6])(=[O:3])[CH3:2].[CH:7]([O:9][CH2:10][CH:11]([CH2:16][CH3:17])[CH2:12][CH2:13][CH2:14][CH3:15])=[CH2:8]. Given the reactants [C:1]([O:4][CH:5]=[CH2:6])(=[O:3])[CH3:2].[CH:7]([O:9][CH2:10][CH:11]([CH2:16][CH3:17])[CH2:12][CH2:13][CH2:14][CH3:15])=[CH2:8].CC(N=NC(C#N)(C)C)(C#N)C, predict the reaction product. (2) Given the reactants [CH3:1][CH:2]([CH:6]([C:17]1[C:25]2[C:20](=[C:21]([CH2:26][S:27][CH3:28])[CH:22]=[CH:23][CH:24]=2)[NH:19][CH:18]=1)[C:7]1[CH:12]=[CH:11][C:10]([C:13]([F:16])([F:15])[F:14])=[CH:9][CH:8]=1)[CH2:3][C:4]#[N:5].ClCCl.ClC1C=CC=C(C(OO)=[O:40])C=1, predict the reaction product. The product is: [CH3:1][CH:2]([CH:6]([C:17]1[C:25]2[C:20](=[C:21]([CH2:26][S:27]([CH3:28])=[O:40])[CH:22]=[CH:23][CH:24]=2)[NH:19][CH:18]=1)[C:7]1[CH:12]=[CH:11][C:10]([C:13]([F:15])([F:14])[F:16])=[CH:9][CH:8]=1)[CH2:3][C:4]#[N:5].